Task: Regression. Given a peptide amino acid sequence and an MHC pseudo amino acid sequence, predict their binding affinity value. This is MHC class II binding data.. Dataset: Peptide-MHC class II binding affinity with 134,281 pairs from IEDB (1) The peptide sequence is KASNPNYLAILVKYV. The MHC is HLA-DPA10301-DPB10402 with pseudo-sequence HLA-DPA10301-DPB10402. The binding affinity (normalized) is 0.414. (2) The peptide sequence is CIPSLEAAVKQAYAA. The MHC is DRB1_0101 with pseudo-sequence DRB1_0101. The binding affinity (normalized) is 0.499. (3) The MHC is DRB1_0701 with pseudo-sequence DRB1_0701. The binding affinity (normalized) is 0.139. The peptide sequence is MKNLVWNDELAYVAQ.